From a dataset of Forward reaction prediction with 1.9M reactions from USPTO patents (1976-2016). Predict the product of the given reaction. (1) Given the reactants [Cl:1][C:2]1[C:7]([C:8]#[N:9])=[CH:6][C:5]([F:10])=[C:4](Cl)[N:3]=1.[NH:12]1[CH2:17][CH2:16][O:15][CH2:14][CH2:13]1.C(N(CC)CC)C, predict the reaction product. The product is: [Cl:1][C:2]1[N:3]=[C:4]([N:12]2[CH2:17][CH2:16][O:15][CH2:14][CH2:13]2)[C:5]([F:10])=[CH:6][C:7]=1[C:8]#[N:9]. (2) The product is: [C:24]([O:23][C:21]([NH:20][C@H:19]([C:28]([O:30][C:31]([CH3:34])([CH3:33])[CH3:32])=[O:29])[CH2:18][C@H:17]([CH2:16][C:15]1[CH:42]=[CH:43][C:12]([CH2:11][CH2:10][CH2:9][OH:8])=[CH:13][CH:14]=1)[C:35]([O:37][C:38]([CH3:40])([CH3:39])[CH3:41])=[O:36])=[O:22])([CH3:25])([CH3:26])[CH3:27]. Given the reactants C([O:8][CH2:9][CH2:10][CH2:11][C:12]1[CH:43]=[CH:42][C:15]([CH2:16][C@H:17]([C:35]([O:37][C:38]([CH3:41])([CH3:40])[CH3:39])=[O:36])[CH2:18][C@@H:19]([C:28]([O:30][C:31]([CH3:34])([CH3:33])[CH3:32])=[O:29])[NH:20][C:21]([O:23][C:24]([CH3:27])([CH3:26])[CH3:25])=[O:22])=[CH:14][CH:13]=1)C1C=CC=CC=1, predict the reaction product. (3) Given the reactants [CH3:1][O:2][C:3]1[CH:11]=[C:10]2[C:6]([CH2:7][CH2:8][C:9]2([C:13]2[CH:18]=[CH:17][CH:16]=[CH:15][C:14]=2[CH3:19])O)=[CH:5][CH:4]=1.COC1C=C2C(CCC2(C2C=CC=CC=2)O)=CC=1, predict the reaction product. The product is: [CH3:1][O:2][C:3]1[CH:11]=[C:10]2[C:6]([CH:7]=[CH:8][CH:9]2[C:13]2[CH:18]=[CH:17][CH:16]=[CH:15][C:14]=2[CH3:19])=[CH:5][CH:4]=1. (4) Given the reactants [CH:1]([O:4][C:5]1[CH:6]=[C:7]2[O:11][CH:10]=[CH:9][C:8]2=[C:12]([C:14]([O:16][CH3:17])=[O:15])[CH:13]=1)([CH3:3])[CH3:2].C1C(=O)N([Br:25])C(=O)C1, predict the reaction product. The product is: [Br:25][C:10]1[O:11][C:7]2[C:8](=[C:12]([C:14]([O:16][CH3:17])=[O:15])[CH:13]=[C:5]([O:4][CH:1]([CH3:3])[CH3:2])[CH:6]=2)[CH:9]=1. (5) Given the reactants [OH:1][C@H:2]([CH3:6])[C:3](O)=[O:4].[F:7][C:8]1([F:46])[CH:13]([O:14][C:15]2[CH:22]=[CH:21][C:20]([C:23]3[N:28]=[C:27]([NH:29][C:30]4[CH:35]=[CH:34][C:33]([N:36]5[CH2:41][CH2:40][N:39]([CH:42]6[CH2:45][O:44][CH2:43]6)[CH2:38][CH2:37]5)=[CH:32][CH:31]=4)[N:26]=[CH:25][N:24]=3)=[CH:19][C:16]=2[C:17]#[N:18])[CH2:12][CH2:11][NH:10][CH2:9]1, predict the reaction product. The product is: [F:46][C:8]1([F:7])[CH:13]([O:14][C:15]2[CH:22]=[CH:21][C:20]([C:23]3[N:28]=[C:27]([NH:29][C:30]4[CH:35]=[CH:34][C:33]([N:36]5[CH2:41][CH2:40][N:39]([CH:42]6[CH2:43][O:44][CH2:45]6)[CH2:38][CH2:37]5)=[CH:32][CH:31]=4)[N:26]=[CH:25][N:24]=3)=[CH:19][C:16]=2[C:17]#[N:18])[CH2:12][CH2:11][N:10]([C:3](=[O:4])[C@H:2]([OH:1])[CH3:6])[CH2:9]1. (6) Given the reactants [F:1][C:2]1[CH:7]=[CH:6][CH:5]=[CH:4][C:3]=1[C:8]1[N:9]([S:18]([C:21]2[CH:26]=[CH:25][CH:24]=[C:23]([F:27])[CH:22]=2)(=[O:20])=[O:19])[CH:10]=[C:11]2[C:16]=1[CH2:15][CH2:14][CH2:13][C:12]2=O.[CH3:28][NH2:29].O1CCCC1.[BH4-].[Na+], predict the reaction product. The product is: [F:1][C:2]1[CH:7]=[CH:6][CH:5]=[CH:4][C:3]=1[C:8]1[N:9]([S:18]([C:21]2[CH:26]=[CH:25][CH:24]=[C:23]([F:27])[CH:22]=2)(=[O:20])=[O:19])[CH:10]=[C:11]2[C:16]=1[CH2:15][CH2:14][CH2:13][CH:12]2[NH:29][CH3:28]. (7) Given the reactants [CH3:1][O:2][C:3](=[O:20])[C:4](=O)[CH:5]([CH3:18])[C:6](=O)[C:7]1[CH:12]=[CH:11][CH:10]=[CH:9][C:8]=1[C:13]([F:16])([F:15])[F:14].[CH3:21][NH:22][NH2:23].[CH2:24](O)C, predict the reaction product. The product is: [CH3:1][O:2][C:3]([C:4]1[CH:21]([CH3:24])[N:22]=[C:6]([C:7]2[CH:12]=[CH:11][CH:10]=[CH:9][C:8]=2[C:13]([F:16])([F:15])[F:14])[C:5]=1[CH3:18])=[O:20].[CH3:1][O:2][C:3]([C:4]1[C:5]([CH3:18])=[C:6]([C:7]2[CH:12]=[CH:11][CH:10]=[CH:9][C:8]=2[C:13]([F:16])([F:15])[F:14])[N:22]([CH3:21])[N:23]=1)=[O:20]. (8) The product is: [CH2:43]([NH:39][C:34](=[O:36])[CH2:33][CH:30]1[S:29][C:28]([C:16]2[NH:17][C:18]3[C:14]([CH:15]=2)=[CH:13][C:12]([O:11][C:8]2[CH:9]=[N:10][C:5]([S:2]([CH3:1])(=[O:3])=[O:4])=[CH:6][CH:7]=2)=[CH:20][C:19]=3[O:21][CH:22]2[CH2:27][CH2:26][O:25][CH2:24][CH2:23]2)=[N:32][CH2:31]1)[CH3:42]. Given the reactants [CH3:1][S:2]([C:5]1[N:10]=[CH:9][C:8]([O:11][C:12]2[CH:13]=[C:14]3[C:18](=[C:19]([O:21][CH:22]4[CH2:27][CH2:26][O:25][CH2:24][CH2:23]4)[CH:20]=2)[NH:17][C:16]([C:28]2[S:29][CH:30]([CH2:33][C:34]([OH:36])=O)[CH2:31][N:32]=2)=[CH:15]3)=[CH:7][CH:6]=1)(=[O:4])=[O:3].O.O[N:39]1[C:43]2C=CC=C[C:42]=2N=N1.Cl.C(N=C=NCCCN(C)C)C.O1CCCC1.C(N)C, predict the reaction product.